From a dataset of Reaction yield outcomes from USPTO patents with 853,638 reactions. Predict the reaction yield, written as a fraction of the theoretical maximum amount of product (1.0 means a 100% yield; for example, 0.34 means a 34% yield). (1) The reactants are [C:1]1(=[O:8])[CH2:6][CH2:5][CH2:4][C:3](=[O:7])[CH2:2]1.[CH2:9](O)[C:10]1[CH:15]=[CH:14][CH:13]=[CH:12][CH:11]=1. The catalyst is O.C1(C)C=CC(S(O)(=O)=O)=CC=1.C1(C)C=CC=CC=1. The product is [CH2:9]([O:7][C:3]1[CH2:4][CH2:5][CH2:6][C:1](=[O:8])[CH:2]=1)[C:10]1[CH:15]=[CH:14][CH:13]=[CH:12][CH:11]=1. The yield is 0.680. (2) The reactants are O[C@@H](C1C=[C:9]([C:11]2[CH:16]=[CH:15][C:14]([O:17][C:18]3[CH:23]=[CH:22][C:21]([F:24])=[CH:20][CH:19]=3)=[CH:13][CH:12]=2)[N:8]=[C:7]([C:25](N)=[O:26])N=1)CO.FC1C=CC(OC2C=CC(C3[N:45]=[C:44]([C:46]([O:48]C)=[O:47])[CH:43]=C(C=C)N=3)=CC=2)=CC=1.[CH:54]([OH:57])(C)C. No catalyst specified. The product is [OH:26][C@@H:25]([C:7]1[N:8]=[C:9]([C:11]2[CH:12]=[CH:13][C:14]([O:17][C:18]3[CH:19]=[CH:20][C:21]([F:24])=[CH:22][CH:23]=3)=[CH:15][CH:16]=2)[N:45]=[C:44]([C:46]([OH:48])=[O:47])[CH:43]=1)[CH2:54][OH:57]. The yield is 0.800. (3) The reactants are [H-].[Na+].[Cl:3][C:4]1[C:12]2[N:11]=[C:10]3[N:13]([C:17]4[CH:22]=[CH:21][C:20]([Cl:23])=[CH:19][C:18]=4[Cl:24])[CH2:14][CH2:15][CH2:16][N:9]3[C:8]=2[C:7]([C:25]([OH:30])([CH2:28][CH3:29])[CH2:26][CH3:27])=[CH:6][CH:5]=1.[CH3:31]I. The catalyst is CN(C)C=O.[Cl-].[NH4+]. The product is [Cl:3][C:4]1[C:12]2[N:11]=[C:10]3[N:13]([C:17]4[CH:22]=[CH:21][C:20]([Cl:23])=[CH:19][C:18]=4[Cl:24])[CH2:14][CH2:15][CH2:16][N:9]3[C:8]=2[C:7]([C:25]([CH2:28][CH3:29])([O:30][CH3:31])[CH2:26][CH3:27])=[CH:6][CH:5]=1. The yield is 0.840. (4) The reactants are [CH3:1][CH:2]([CH2:4][CH:5]([NH:31][C:32]([CH2:34][NH:35][C:36]([CH:38]([NH:47][C:48]([CH:50]([NH:53][C:54]([CH:56]([NH:67][C:68]([CH:70]([NH:77][C:78]([CH:80]1[NH:85][C:83](=[O:84])[CH2:82][CH2:81]1)=[O:79])[CH2:71][C:72]1[NH:76][CH:75]=[N:74][CH:73]=1)=[O:69])[CH2:57][C:58]1[C:66]2[C:61](=[CH:62][CH:63]=[CH:64][CH:65]=2)[NH:60][CH:59]=1)=[O:55])[CH2:51][OH:52])=[O:49])[CH2:39][C:40]1[CH:45]=[CH:44][C:43]([OH:46])=[CH:42][CH:41]=1)=[O:37])=[O:33])[C:6]([NH:8][CH:9]([C:17]([N:19]1[CH:23]([C:24]([NH:26][CH2:27][C:28]([NH2:30])=[O:29])=[O:25])[CH2:22][CH2:21][CH2:20]1)=[O:18])[CH2:10][CH2:11][CH2:12][N:13]=[C:14]([NH2:16])[NH2:15])=[O:7])[CH3:3].[CH2:86]([OH:119])[CH2:87][O:88][CH2:89][CH2:90][O:91][CH2:92][CH2:93][O:94][CH2:95][CH2:96][O:97][CH2:98][CH2:99][O:100][CH2:101][CH2:102][O:103][CH2:104][CH2:105][O:106][CH2:107][CH2:108][O:109][CH2:110][CH2:111][O:112][CH2:113][CH2:114][O:115][CH2:116][CH2:117][OH:118]. The catalyst is C(#N)C.O. The product is [CH3:3][CH:2]([CH2:4][CH:5]([NH:31][C:32]([CH2:34][NH:35][C:36]([CH:38]([NH:47][C:48]([CH:50]([NH:53][C:54]([CH:56]([NH:67][C:68]([CH:70]([NH:77][C:78]([CH:80]1[NH:85][C:83](=[O:84])[CH2:82][CH2:81]1)=[O:79])[CH2:71][C:72]1[NH:76][CH:75]=[N:74][CH:73]=1)=[O:69])[CH2:57][C:58]1[C:66]2[C:61](=[CH:62][CH:63]=[CH:64][CH:65]=2)[NH:60][CH:59]=1)=[O:55])[CH2:51][OH:52])=[O:49])[CH2:39][C:40]1[CH:41]=[CH:42][C:43]([OH:46])=[CH:44][CH:45]=1)=[O:37])=[O:33])[C:6]([NH:8][CH:9]([C:17]([N:19]1[CH:23]([C:24]([NH:26][CH2:27][C:28]([NH2:30])=[O:29])=[O:25])[CH2:22][CH2:21][CH2:20]1)=[O:18])[CH2:10][CH2:11][CH2:12][N:13]=[C:14]([NH2:16])[NH2:15])=[O:7])[CH3:1].[CH2:117]([OH:118])[CH2:116][O:115][CH2:114][CH2:113][O:112][CH2:111][CH2:110][O:109][CH2:108][CH2:107][O:106][CH2:105][CH2:104][O:103][CH2:102][CH2:101][O:100][CH2:99][CH2:98][O:97][CH2:96][CH2:95][O:94][CH2:93][CH2:92][O:91][CH2:90][CH2:89][O:88][CH2:87][CH2:86][OH:119]. The yield is 0.600. (5) The reactants are Cl[CH2:2][CH2:3][CH2:4][N:5]1[C:10]2[CH:11]=[CH:12][CH:13]=[CH:14][C:9]=2[O:8][CH2:7][C:6]1=[O:15].C([O-])([O-])=O.[K+].[K+].[Na+].[I-].[CH:24](=[C:28]1[CH2:33][CH2:32][NH:31][CH2:30][CH2:29]1)[CH2:25][CH2:26][CH3:27]. The catalyst is C(Cl)Cl.CO. The product is [CH:24](=[C:28]1[CH2:33][CH2:32][N:31]([CH2:2][CH2:3][CH2:4][N:5]2[C:10]3[CH:11]=[CH:12][CH:13]=[CH:14][C:9]=3[O:8][CH2:7][C:6]2=[O:15])[CH2:30][CH2:29]1)[CH2:25][CH2:26][CH3:27]. The yield is 0.710. (6) The reactants are [S].O.O.O.O.O.O.O.O.O.[S-2].[Na+].[Na+].C([O:17][CH2:18][C:19]1[CH:24]=[CH:23][N:22]=[C:21](Cl)[C:20]=1[N+:26]([O-])=O)(=O)C.[C:29](=[S:31])=[S:30]. The catalyst is O. The product is [OH:17][CH2:18][C:19]1[CH:24]=[CH:23][N:22]=[C:21]2[S:31][C:29](=[S:30])[NH:26][C:20]=12. The yield is 0.580. (7) The reactants are Br[C:2]1[CH:3]=[C:4]([C@H:8]([NH:16][CH3:17])[CH2:9][N:10]2[CH2:14][CH2:13][C@H:12]([F:15])[CH2:11]2)[CH:5]=[CH:6][CH:7]=1.[CH3:18][N:19](C)C=O. The catalyst is [C-]#N.[C-]#N.[Zn+2].C1C=CC([P]([Pd]([P](C2C=CC=CC=2)(C2C=CC=CC=2)C2C=CC=CC=2)([P](C2C=CC=CC=2)(C2C=CC=CC=2)C2C=CC=CC=2)[P](C2C=CC=CC=2)(C2C=CC=CC=2)C2C=CC=CC=2)(C2C=CC=CC=2)C2C=CC=CC=2)=CC=1. The product is [F:15][C@H:12]1[CH2:13][CH2:14][N:10]([CH2:9][C@H:8]([C:4]2[CH:3]=[C:2]([CH:7]=[CH:6][CH:5]=2)[C:18]#[N:19])[NH:16][CH3:17])[CH2:11]1. The yield is 0.690.